From a dataset of Full USPTO retrosynthesis dataset with 1.9M reactions from patents (1976-2016). Predict the reactants needed to synthesize the given product. (1) Given the product [Cl:1][C:2]1[CH:3]=[CH:4][C:5]([CH:8]2[C:9]3[N:35]([CH3:34])[N:36]=[C:23]([C:24]4[C:25]([O:30][CH3:31])=[N:26][CH:27]=[CH:28][CH:29]=4)[C:10]=3[C:11](=[O:22])[N:12]2[C:13]2[CH:18]=[C:17]([CH3:19])[C:16](=[O:20])[N:15]([CH3:21])[CH:14]=2)=[CH:6][CH:7]=1, predict the reactants needed to synthesize it. The reactants are: [Cl:1][C:2]1[CH:7]=[CH:6][C:5]([CH:8]2[N:12]([C:13]3[CH:18]=[C:17]([CH3:19])[C:16](=[O:20])[N:15]([CH3:21])[CH:14]=3)[C:11](=[O:22])[CH:10]([C:23](=O)[C:24]3[CH:29]=[CH:28][CH:27]=[N:26][C:25]=3[O:30][CH3:31])[C:9]2=O)=[CH:4][CH:3]=1.[CH3:34][NH:35][NH2:36]. (2) Given the product [C:15]1([N:25]2[CH2:26][CH2:27][CH:28]([CH2:31][N:54]3[C:55](=[O:57])[CH2:56][O:52][C:53]3=[O:58])[CH2:29][CH2:30]2)[C:24]2[C:19](=[CH:20][CH:21]=[CH:22][CH:23]=2)[CH:18]=[CH:17][N:16]=1, predict the reactants needed to synthesize it. The reactants are: N(C(OC(C)C)=O)=NC(OC(C)C)=O.[C:15]1([N:25]2[CH2:30][CH2:29][CH:28]([CH2:31]O)[CH2:27][CH2:26]2)[C:24]2[C:19](=[CH:20][CH:21]=[CH:22][CH:23]=2)[CH:18]=[CH:17][N:16]=1.C1(P(C2C=CC=CC=2)C2C=CC=CC=2)C=CC=CC=1.[O:52]1[CH2:56][C:55](=[O:57])[NH:54][C:53]1=[O:58]. (3) Given the product [Cl:18][C:10]1[C:11]([C:12]2[NH:14][C:15](=[O:16])[N:31]([C:28]3[CH:29]=[CH:30][C:25]([C:24]([F:23])([F:41])[F:40])=[CH:26][CH:27]=3)[N:32]=2)=[CH:17][C:7]([CH2:6][NH:5][C:3](=[O:4])[C:2]([F:22])([F:21])[F:1])=[C:8]([O:19][CH3:20])[CH:9]=1, predict the reactants needed to synthesize it. The reactants are: [F:1][C:2]([F:22])([F:21])[C:3]([NH:5][CH2:6][C:7]1[C:8]([O:19][CH3:20])=[CH:9][C:10]([Cl:18])=[C:11]([CH:17]=1)[C:12]([N:14]=[C:15]=[O:16])=O)=[O:4].[F:23][C:24]([F:41])([F:40])[C:25]1[CH:30]=[CH:29][C:28]([NH:31][NH:32]C(OC(C)(C)C)=O)=[CH:27][CH:26]=1.FC(F)(F)C(O)=O. (4) Given the product [Br:35][C:32]1[CH:33]=[CH:34][C:29]2[N:30]([C:2]([C:6]3[S:7][C:8]([C:17]4[N:21]=[CH:20][N:19]([CH:22]5[CH2:27][CH2:26][CH2:25][CH2:24][O:23]5)[N:18]=4)=[C:9]([C:11]4[CH:12]=[CH:13][CH:14]=[CH:15][CH:16]=4)[N:10]=3)=[C:3]([CH3:5])[N:28]=2)[CH:31]=1, predict the reactants needed to synthesize it. The reactants are: Br[CH:2]([C:6]1[S:7][C:8]([C:17]2[N:21]=[CH:20][N:19]([CH:22]3[CH2:27][CH2:26][CH2:25][CH2:24][O:23]3)[N:18]=2)=[C:9]([C:11]2[CH:16]=[CH:15][CH:14]=[CH:13][CH:12]=2)[N:10]=1)[C:3]([CH3:5])=O.[NH2:28][C:29]1[CH:34]=[CH:33][C:32]([Br:35])=[CH:31][N:30]=1.C(=O)(O)[O-].[Na+].CCOC(C)=O. (5) Given the product [CH2:3]([O:5][C:6](=[O:19])[CH:7]([C:8]([CH:9]1[CH2:10][CH2:11][CH:12]([CH2:15][CH2:16][CH3:17])[CH2:13][CH2:14]1)=[O:18])[CH2:21][C:22](=[O:23])[C:24]1[CH:29]=[CH:28][CH:27]=[CH:26][CH:25]=1)[CH3:4], predict the reactants needed to synthesize it. The reactants are: [H-].[Na+].[CH2:3]([O:5][C:6](=[O:19])[CH2:7][C:8](=[O:18])[CH:9]1[CH2:14][CH2:13][CH:12]([CH2:15][CH2:16][CH3:17])[CH2:11][CH2:10]1)[CH3:4].Br[CH2:21][C:22]([C:24]1[CH:29]=[CH:28][CH:27]=[CH:26][CH:25]=1)=[O:23].